Predict the reactants needed to synthesize the given product. From a dataset of Full USPTO retrosynthesis dataset with 1.9M reactions from patents (1976-2016). (1) Given the product [N+:1]([C:4]1[CH:5]=[C:6]([C:13]([NH:15][C@H:16]([C:20]2[CH:25]=[CH:24][CH:23]=[CH:22][CH:21]=2)[C:17]([O-:19])=[O:18])=[O:14])[CH:7]=[C:8]([N+:10]([O-:12])=[O:11])[CH:9]=1)([O-:3])=[O:2].[Br:26][C:27]1[C:35]2[O:34][CH2:33][C@@H:32]([NH3+:36])[C:31]=2[CH:30]=[CH:29][CH:28]=1, predict the reactants needed to synthesize it. The reactants are: [N+:1]([C:4]1[CH:5]=[C:6]([C:13]([NH:15][C@H:16]([C:20]2[CH:25]=[CH:24][CH:23]=[CH:22][CH:21]=2)[C:17]([OH:19])=[O:18])=[O:14])[CH:7]=[C:8]([N+:10]([O-:12])=[O:11])[CH:9]=1)([O-:3])=[O:2].[Br:26][C:27]1[C:35]2[O:34][CH2:33][CH:32]([NH2:36])[C:31]=2[CH:30]=[CH:29][CH:28]=1. (2) Given the product [C:19]([O:18][C:16]([NH:15][C@@H:11]([CH:12]([CH3:14])[CH3:13])[C:10]([N:5]1[CH2:6][C@@H:7]([F:9])[CH2:8][C@H:4]1[C:2]#[N:1])=[O:23])=[O:17])([CH3:22])([CH3:21])[CH3:20], predict the reactants needed to synthesize it. The reactants are: [NH2:1][C:2]([C@@H:4]1[CH2:8][C@H:7]([F:9])[CH2:6][N:5]1[C:10](=[O:23])[C@@H:11]([NH:15][C:16]([O:18][C:19]([CH3:22])([CH3:21])[CH3:20])=[O:17])[CH:12]([CH3:14])[CH3:13])=O.N1C(Cl)=NC(Cl)=NC=1Cl. (3) Given the product [CH3:1][O:2][C:3]1[CH:4]=[C:5]([CH:22]=[CH:23][C:24]=1[O:25][CH3:26])[CH2:6][C:7]1[N:11]([C:12]2[CH:17]=[C:16]([CH:18]3[CH2:19][CH:28]3[B:29]3[O:33][C:32]([CH3:35])([CH3:34])[C:31]([CH3:37])([CH3:36])[O:30]3)[N:15]=[C:14]([CH3:20])[N:13]=2)[N:10]=[C:9]([CH3:21])[N:8]=1, predict the reactants needed to synthesize it. The reactants are: [CH3:1][O:2][C:3]1[CH:4]=[C:5]([CH:22]=[CH:23][C:24]=1[O:25][CH3:26])[CH2:6][C:7]1[N:11]([C:12]2[CH:17]=[C:16]([CH:18]=[CH2:19])[N:15]=[C:14]([CH3:20])[N:13]=2)[N:10]=[C:9]([CH3:21])[N:8]=1.Cl[CH:28](Cl)[B:29]1[O:33][C:32]([CH3:35])([CH3:34])[C:31]([CH3:37])([CH3:36])[O:30]1.[I-].[Li+].